Dataset: Full USPTO retrosynthesis dataset with 1.9M reactions from patents (1976-2016). Task: Predict the reactants needed to synthesize the given product. (1) The reactants are: [NH:1]1[CH:5]=[C:4]([C:6]2[CH:7]=[CH:8][C:9]3[N:10]([C:12]([CH2:15][C:16]4[CH:17]=[C:18]5[C:23](=[CH:24][CH:25]=4)[N:22]=[CH:21][CH:20]=[CH:19]5)=[N:13][N:14]=3)[N:11]=2)[CH:3]=[N:2]1.C([O-])([O-])=O.[K+].[K+].[CH3:32][O:33][CH2:34][CH2:35]Br. Given the product [CH3:32][O:33][CH2:34][CH2:35][N:1]1[CH:5]=[C:4]([C:6]2[CH:7]=[CH:8][C:9]3[N:10]([C:12]([CH2:15][C:16]4[CH:17]=[C:18]5[C:23](=[CH:24][CH:25]=4)[N:22]=[CH:21][CH:20]=[CH:19]5)=[N:13][N:14]=3)[N:11]=2)[CH:3]=[N:2]1, predict the reactants needed to synthesize it. (2) The reactants are: Cl[C:2]1[C:7]([CH:8]=[CH:9][C:10]([NH:12][CH2:13][C:14]2[CH:19]=[C:18]([F:20])[C:17]([NH:21][S:22]([CH3:25])(=[O:24])=[O:23])=[C:16]([C:26]#[CH:27])[CH:15]=2)=[O:11])=[CH:6][CH:5]=[C:4]([C:28]([F:31])([F:30])[F:29])[N:3]=1. Given the product [CH2:2]([NH:3][C:2]1[C:7]([CH:8]=[CH:9][C:10]([NH:12][CH2:13][C:14]2[CH:19]=[C:18]([F:20])[C:17]([NH:21][S:22]([CH3:25])(=[O:23])=[O:24])=[C:16]([C:26]#[CH:27])[CH:15]=2)=[O:11])=[CH:6][CH:5]=[C:4]([C:28]([F:30])([F:31])[F:29])[N:3]=1)[CH2:7][CH2:6][CH3:5], predict the reactants needed to synthesize it. (3) The reactants are: [CH3:1][C:2]1[CH:6]=[C:5]([S:7](=[O:10])(=[O:9])[NH2:8])[S:4][C:3]=1[CH2:11][CH2:12][O:13][C:14](=[O:16])[CH3:15].[C:17]1([O:23]C(Cl)=O)C=CC=CC=1.C(N(CC)CC)C.[CH3:34][O:35][C:36]([C:38]1[CH:43]=[C:42]([C:44]([F:47])([F:46])[F:45])[CH:41]=[C:40]([NH2:48])[N:39]=1)=[O:37]. Given the product [CH3:34][O:35][C:36]([C:38]1[CH:43]=[C:42]([C:44]([F:47])([F:45])[F:46])[CH:41]=[C:40]([NH:48][C:17](=[O:23])[NH:8][S:7]([C:5]2[S:4][C:3]([CH2:11][CH2:12][O:13][C:14](=[O:16])[CH3:15])=[C:2]([CH3:1])[CH:6]=2)(=[O:10])=[O:9])[N:39]=1)=[O:37], predict the reactants needed to synthesize it.